Predict the product of the given reaction. From a dataset of Forward reaction prediction with 1.9M reactions from USPTO patents (1976-2016). (1) The product is: [F:2][C:3]1[CH:8]=[C:7]([F:9])[CH:6]=[CH:5][C:4]=1[N:10]1[C:14]([N:15]2[N:24]=[C:23]3[C:17]([CH2:18][CH2:19][O:20][C:21]4[CH:28]=[CH:27][C:26]([C:29]5([CH2:35][OH:36])[CH2:30][CH2:31][N:32]([CH2:47][CH2:46][S:48]([CH3:51])(=[O:50])=[O:49])[CH2:33][CH2:34]5)=[CH:25][C:22]=43)=[CH:16]2)=[N:13][CH:12]=[N:11]1. Given the reactants Cl.[F:2][C:3]1[CH:8]=[C:7]([F:9])[CH:6]=[CH:5][C:4]=1[N:10]1[C:14]([N:15]2[N:24]=[C:23]3[C:17]([CH2:18][CH2:19][O:20][C:21]4[CH:28]=[CH:27][C:26]([C:29]5([CH2:35][OH:36])[CH2:34][CH2:33][NH:32][CH2:31][CH2:30]5)=[CH:25][C:22]=43)=[CH:16]2)=[N:13][CH:12]=[N:11]1.CCN(C(C)C)C(C)C.[CH:46]([S:48]([CH:51]=C)(=[O:50])=[O:49])=[CH2:47], predict the reaction product. (2) Given the reactants Cl[C:2]1[N:3]=[C:4]2[C:19]([C:20]3[CH:25]=[CH:24][CH:23]=[CH:22][C:21]=3[Cl:26])=[N:18][NH:17][C:5]2=[N:6][C:7]=1[O:8][C:9]1[CH:14]=[CH:13][C:12]([F:15])=[CH:11][C:10]=1[F:16].[NH2:27][CH2:28][C@@H:29]([OH:31])[CH3:30], predict the reaction product. The product is: [Cl:26][C:21]1[CH:22]=[CH:23][CH:24]=[CH:25][C:20]=1[C:19]1[C:4]2[C:5](=[N:6][C:7]([O:8][C:9]3[CH:14]=[CH:13][C:12]([F:15])=[CH:11][C:10]=3[F:16])=[C:2]([NH:27][CH2:28][C@H:29]([OH:31])[CH3:30])[N:3]=2)[NH:17][N:18]=1. (3) Given the reactants Cl.O1CCOCC1.[CH2:8]([N:10]1[C:14]([O:15][C:16]2[CH:21]=[CH:20][C:19]([C:22]([F:25])([F:24])[F:23])=[CH:18][CH:17]=2)=[CH:13][C:12]([C:26]2[CH:27]=[C:28]([C:32]3([NH:36]S(C(C)(C)C)=O)[CH2:35][O:34][CH2:33]3)[CH:29]=[CH:30][CH:31]=2)=[N:11]1)[CH3:9], predict the reaction product. The product is: [CH2:8]([N:10]1[C:14]([O:15][C:16]2[CH:21]=[CH:20][C:19]([C:22]([F:23])([F:24])[F:25])=[CH:18][CH:17]=2)=[CH:13][C:12]([C:26]2[CH:27]=[C:28]([C:32]3([NH2:36])[CH2:35][O:34][CH2:33]3)[CH:29]=[CH:30][CH:31]=2)=[N:11]1)[CH3:9]. (4) Given the reactants C([O:3][C:4](=[O:40])[CH2:5][C:6]1[CH:7]=[C:8]([C:14]2[CH:19]=[CH:18][C:17]([C:20]([F:23])([F:22])[F:21])=[CH:16][C:15]=2[CH2:24][N:25]([CH2:38][CH3:39])[C:26]([NH:35][C:36]#[N:37])=[N:27][CH2:28][C:29]2[CH:34]=[CH:33][CH:32]=[CH:31][CH:30]=2)[C:9]([O:12][CH3:13])=[CH:10][CH:11]=1)C.[OH-].[Li+].C(O)(=O)CC(CC(O)=O)(C(O)=O)O, predict the reaction product. The product is: [CH2:28]([N:27]=[C:26]([NH:35][C:36]#[N:37])[N:25]([CH2:24][C:15]1[CH:16]=[C:17]([C:20]([F:22])([F:23])[F:21])[CH:18]=[CH:19][C:14]=1[C:8]1[C:9]([O:12][CH3:13])=[CH:10][CH:11]=[C:6]([CH2:5][C:4]([OH:40])=[O:3])[CH:7]=1)[CH2:38][CH3:39])[C:29]1[CH:30]=[CH:31][CH:32]=[CH:33][CH:34]=1. (5) Given the reactants [CH3:1][N:2]1[CH:6]=[CH:5][N:4]=[CH:3]1.[Br:7][CH2:8][CH2:9][CH2:10][CH2:11][CH2:12][CH2:13][CH2:14][CH3:15], predict the reaction product. The product is: [Br-:7].[CH2:8]([N+:4]1[CH:5]=[CH:6][N:2]([CH3:1])[CH:3]=1)[CH2:9][CH2:10][CH2:11][CH2:12][CH2:13][CH2:14][CH3:15]. (6) Given the reactants [CH3:1][O:2][C:3](=[O:17])[C:4]1[CH:9]=[CH:8][C:7]([O:10][CH2:11][CH2:12][CH2:13][O:14][NH2:15])=[CH:6][C:5]=1[OH:16].[CH2:18]([N:25]1[C:33]2[C:28](=[CH:29][CH:30]=[CH:31][CH:32]=2)[CH:27]=[C:26]1[CH:34]=O)[C:19]1[CH:24]=[CH:23][CH:22]=[CH:21][CH:20]=1.S([O-])([O-])(=O)=O.[Mg+2], predict the reaction product. The product is: [CH3:1][O:2][C:3](=[O:17])[C:4]1[CH:9]=[CH:8][C:7]([O:10][CH2:11][CH2:12][CH2:13][O:14]/[N:15]=[CH:34]/[C:26]2[N:25]([CH2:18][C:19]3[CH:24]=[CH:23][CH:22]=[CH:21][CH:20]=3)[C:33]3[C:28]([CH:27]=2)=[CH:29][CH:30]=[CH:31][CH:32]=3)=[CH:6][C:5]=1[OH:16]. (7) Given the reactants [CH3:1][C:2]1[NH:3][C:4](=[O:23])[N:5]([C:16]2[CH:17]=[C:18]([CH3:22])[CH:19]=[CH:20][CH:21]=2)[C:6]=1[C:7]1[CH:8]=[CH:9][C:10]2[N:11]([N:13]=[CH:14][N:15]=2)[CH:12]=1.CN(C)C=O.CC(C)([O-])C.[K+].[CH2:35](Cl)[C:36]1[CH:41]=[CH:40][CH:39]=[CH:38][CH:37]=1, predict the reaction product. The product is: [N:15]1[CH:14]=[N:13][N:11]2[CH:12]=[C:7]([C:6]3[N:5]([C:16]4[CH:17]=[C:18]([CH3:22])[CH:19]=[CH:20][CH:21]=4)[C:4](=[O:23])[N:3]([CH2:35][C:36]4[CH:41]=[CH:40][CH:39]=[CH:38][CH:37]=4)[C:2]=3[CH3:1])[CH:8]=[CH:9][C:10]=12.